This data is from TCR-epitope binding with 47,182 pairs between 192 epitopes and 23,139 TCRs. The task is: Binary Classification. Given a T-cell receptor sequence (or CDR3 region) and an epitope sequence, predict whether binding occurs between them. (1) The epitope is YFPLQSYGF. The TCR CDR3 sequence is CASSQVNDRYQPQHF. Result: 0 (the TCR does not bind to the epitope). (2) The epitope is LLMPILTLT. The TCR CDR3 sequence is CASTPGSGELFF. Result: 1 (the TCR binds to the epitope). (3) The epitope is YLQPRTFLL. The TCR CDR3 sequence is CSARDAEGQNTGELFF. Result: 1 (the TCR binds to the epitope). (4) The TCR CDR3 sequence is CASSVGGLGSTDTQYF. Result: 1 (the TCR binds to the epitope). The epitope is LPRRSGAAGA. (5) The epitope is IVTDFSVIK. The TCR CDR3 sequence is CASSLGQGVFYTF. Result: 1 (the TCR binds to the epitope). (6) The epitope is KAYNVTQAF. The TCR CDR3 sequence is CASSLAWSGRNEQFF. Result: 1 (the TCR binds to the epitope).